This data is from Full USPTO retrosynthesis dataset with 1.9M reactions from patents (1976-2016). The task is: Predict the reactants needed to synthesize the given product. Given the product [Cl:1][C:2]1[C:7]([OH:8])=[C:6]([N+:9]([O-:11])=[O:10])[CH:5]=[CH:4][N:3]=1, predict the reactants needed to synthesize it. The reactants are: [Cl:1][C:2]1[C:7]([OH:8])=[CH:6][CH:5]=[CH:4][N:3]=1.[N+:9]([O-])([OH:11])=[O:10].